Dataset: Reaction yield outcomes from USPTO patents with 853,638 reactions. Task: Predict the reaction yield, written as a fraction of the theoretical maximum amount of product (1.0 means a 100% yield; for example, 0.34 means a 34% yield). (1) The reactants are [Cl:1][C:2]1[CH:3]=[C:4]2[C:9](=[CH:10][C:11]=1[O:12][CH3:13])[N:8]=[C:7]([O:14][CH3:15])[C:6]([CH:16]([OH:18])[CH3:17])=[CH:5]2. The catalyst is C(Cl)Cl. The product is [Cl:1][C:2]1[CH:3]=[C:4]2[C:9](=[CH:10][C:11]=1[O:12][CH3:13])[N:8]=[C:7]([O:14][CH3:15])[C:6]([C:16](=[O:18])[CH3:17])=[CH:5]2. The yield is 0.800. (2) The reactants are C(N)CN.[Na].[H][H].[CH3:8][C:9]1[CH2:14][CH2:13][CH:12]([C:15]([CH3:17])=[CH2:16])[CH2:11][CH:10]=1. The catalyst is O. The product is [C:12]1([CH:15]([CH3:17])[CH3:16])[CH:13]=[CH:14][C:9]([CH3:8])=[CH:10][CH:11]=1. The yield is 0.990. (3) The reactants are [CH2:1]([CH:3]1[C:11]2[C:10](O)=[N:9][CH:8]=[N:7][C:6]=2[CH2:5][S:4]1)[CH3:2].C(C1SC2C(O)=NC=NC=2C1)C.O=P(Cl)(Cl)[Cl:27]. The catalyst is ClCCCl.C(N(C(C)C)CC)(C)C. The product is [Cl:27][C:10]1[C:11]2[CH:3]([CH2:1][CH3:2])[S:4][CH2:5][C:6]=2[N:7]=[CH:8][N:9]=1. The yield is 0.280.